This data is from Full USPTO retrosynthesis dataset with 1.9M reactions from patents (1976-2016). The task is: Predict the reactants needed to synthesize the given product. (1) Given the product [CH3:10][O:9][C:8](=[O:11])[O-:13].[CH3:1][N+:2]1[CH:6]=[CH:5][N:4]([CH3:14])[C:3]=1[CH3:7], predict the reactants needed to synthesize it. The reactants are: [CH3:1][N:2]1[CH:6]=[CH:5][N:4]=[C:3]1[CH3:7].[C:8](=[O:13])([O:11]C)[O:9][CH3:10].[C:14](=O)=O. (2) Given the product [OH:17][CH2:16][CH2:15][N:1]1[CH:5]=[C:4]([CH:6]=[O:7])[CH:3]=[N:2]1, predict the reactants needed to synthesize it. The reactants are: [NH:1]1[CH:5]=[C:4]([CH:6]=[O:7])[CH:3]=[N:2]1.C(=O)([O-])[O-].[K+].[K+].Br[CH2:15][CH2:16][OH:17]. (3) The reactants are: [F:1][C:2]1[C:3]([NH:18][C@@H:19]2[CH2:24][CH2:23][CH2:22][N:21]([C:25](=[O:28])[CH:26]=[CH2:27])[CH2:20]2)=[N:4][C:5]([NH:8][C:9]2[CH:10]=[C:11]3[C:15](=[CH:16][CH:17]=2)[CH2:14][NH:13][CH2:12]3)=[N:6][CH:7]=1.[O:29]1[CH2:34][CH2:33][CH:32]([CH:35]=O)[CH2:31][CH2:30]1.[BH3-]C#N.[Na+]. Given the product [F:1][C:2]1[C:3]([NH:18][C@@H:19]2[CH2:24][CH2:23][CH2:22][N:21]([C:25](=[O:28])[CH:26]=[CH2:27])[CH2:20]2)=[N:4][C:5]([NH:8][C:9]2[CH:10]=[C:11]3[C:15](=[CH:16][CH:17]=2)[CH2:14][N:13]([CH2:35][CH:32]2[CH2:33][CH2:34][O:29][CH2:30][CH2:31]2)[CH2:12]3)=[N:6][CH:7]=1, predict the reactants needed to synthesize it. (4) Given the product [CH3:29][C:30]1[C:35]2[C:36]([NH2:41])=[N:37][C:38]([NH2:40])=[N:39][C:34]=2[CH:33]=[CH:32][C:31]=1[CH2:42][NH:43][C:44]1[CH:49]=[C:48]([O:50][CH3:51])[C:47]([O:52][CH3:53])=[C:46]([O:54][CH3:55])[CH:45]=1.[O:1]=[C:2]1[O:8][C@H:7]([C@H:9]([CH2:11][OH:12])[OH:10])[C:5]([O-:6])=[C:3]1[OH:4], predict the reactants needed to synthesize it. The reactants are: [O:1]=[C:2]1[O:8][C@H:7]([C@H:9]([CH2:11][OH:12])[OH:10])[C:5]([OH:6])=[C:3]1[OH:4].C(N(CCCC)CCCC)CCC.C(O)C.[CH3:29][C:30]1[C:35]2[C:36]([NH2:41])=[N:37][C:38]([NH2:40])=[N:39][C:34]=2[CH:33]=[CH:32][C:31]=1[CH2:42][NH:43][C:44]1[CH:49]=[C:48]([O:50][CH3:51])[C:47]([O:52][CH3:53])=[C:46]([O:54][CH3:55])[CH:45]=1.FC(F)(F)C([O-])=O. (5) Given the product [F:32][C:33]1[CH:34]=[CH:35][C:36]([C:39]2[O:40][CH:41]=[C:42]([C:44]([CH3:48])([CH3:47])[CH2:45][NH:46][CH2:25][C:24]3[CH:27]=[CH:28][CH:29]=[C:22]([C:19]4[N:18]=[C:17]([C:16]([F:31])([F:30])[F:15])[O:21][N:20]=4)[CH:23]=3)[N:43]=2)=[CH:37][CH:38]=1, predict the reactants needed to synthesize it. The reactants are: C(O[BH-](OC(=O)C)OC(=O)C)(=O)C.[Na+].[F:15][C:16]([F:31])([F:30])[C:17]1[O:21][N:20]=[C:19]([C:22]2[CH:23]=[C:24]([CH:27]=[CH:28][CH:29]=2)[CH:25]=O)[N:18]=1.[F:32][C:33]1[CH:38]=[CH:37][C:36]([C:39]2[O:40][CH:41]=[C:42]([C:44]([CH3:48])([CH3:47])[CH2:45][NH2:46])[N:43]=2)=[CH:35][CH:34]=1. (6) The reactants are: Br[C:2]1[CH:7]=[CH:6][C:5]([C:8]2[N:12]([C:13]3[CH:18]=[CH:17][C:16]([S:19]([CH3:22])(=[O:21])=[O:20])=[C:15]([F:23])[CH:14]=3)[N:11]=[CH:10][CH:9]=2)=[CH:4][CH:3]=1.[O:24]1[CH:28]=[CH:27][CH:26]=[C:25]1B(O)O. Given the product [F:23][C:15]1[CH:14]=[C:13]([N:12]2[C:8]([C:5]3[CH:6]=[CH:7][C:2]([C:25]4[O:24][CH:28]=[CH:27][CH:26]=4)=[CH:3][CH:4]=3)=[CH:9][CH:10]=[N:11]2)[CH:18]=[CH:17][C:16]=1[S:19]([CH3:22])(=[O:21])=[O:20], predict the reactants needed to synthesize it. (7) Given the product [CH2:6]([CH:13]([CH2:16][CH2:17][CH2:18][CH2:19][CH2:20][CH2:21][CH2:22][CH2:23][CH3:24])[CH2:14][O:15][P:1]([Cl:5])([Cl:3])=[O:2])[CH2:7][CH2:8][CH2:9][CH2:10][CH2:11][CH3:12], predict the reactants needed to synthesize it. The reactants are: [P:1]([Cl:5])(Cl)([Cl:3])=[O:2].[CH2:6]([CH:13]([CH2:16][CH2:17][CH2:18][CH2:19][CH2:20][CH2:21][CH2:22][CH2:23][CH3:24])[CH2:14][OH:15])[CH2:7][CH2:8][CH2:9][CH2:10][CH2:11][CH3:12].C(N(CC)CC)C.Cl.C(N(CC)CC)C.